This data is from Peptide-MHC class I binding affinity with 185,985 pairs from IEDB/IMGT. The task is: Regression. Given a peptide amino acid sequence and an MHC pseudo amino acid sequence, predict their binding affinity value. This is MHC class I binding data. (1) The peptide sequence is LQMAGVEVR. The MHC is HLA-A33:01 with pseudo-sequence HLA-A33:01. The binding affinity (normalized) is 0.194. (2) The peptide sequence is VPNITISSNA. The MHC is HLA-B53:01 with pseudo-sequence HLA-B53:01. The binding affinity (normalized) is 0. (3) The peptide sequence is DPASIAARGY. The MHC is HLA-B35:01 with pseudo-sequence HLA-B35:01. The binding affinity (normalized) is 0.202. (4) The peptide sequence is SSFDYCGVNH. The MHC is HLA-A31:01 with pseudo-sequence HLA-A31:01. The binding affinity (normalized) is 0.299. (5) The MHC is HLA-A02:06 with pseudo-sequence HLA-A02:06. The peptide sequence is EIQNVTGFM. The binding affinity (normalized) is 0.